From a dataset of Full USPTO retrosynthesis dataset with 1.9M reactions from patents (1976-2016). Predict the reactants needed to synthesize the given product. Given the product [ClH:46].[N:1]1([C:6]2[CH:11]=[CH:10][C:9]([CH:12]([N:14]3[CH2:19][CH2:18][C:17]([CH2:21][C:22](=[O:29])[C:23]4[CH:28]=[CH:27][CH:26]=[CH:25][CH:24]=4)([F:43])[CH2:16][CH2:15]3)[CH3:13])=[CH:8][CH:7]=2)[CH2:5][CH2:4][CH2:3][CH2:2]1, predict the reactants needed to synthesize it. The reactants are: [N:1]1([C:6]2[CH:11]=[CH:10][C:9]([CH:12]([N:14]3[CH2:19][CH2:18][C:17]([CH2:21][C:22](=[O:29])[C:23]4[CH:28]=[CH:27][CH:26]=[CH:25][CH:24]=4)(O)[CH2:16][CH2:15]3)[CH3:13])=[CH:8][CH:7]=2)[CH2:5][CH2:4][CH2:3][CH2:2]1.C(=O)=O.CC(C)=O.CCN(S(F)(F)[F:43])CC.[Cl:46]CCl.